From a dataset of Forward reaction prediction with 1.9M reactions from USPTO patents (1976-2016). Predict the product of the given reaction. (1) Given the reactants [CH2:1]([N:3]1[CH:7]=[C:6]([C:8]2[CH:13]=[CH:12][N:11]=[C:10]3[NH:14][C:15]([C:17]([OH:19])=O)=[CH:16][C:9]=23)[C:5]([C:20]2[CH:25]=[CH:24][C:23]([N+:26]([O-:28])=[O:27])=[CH:22][CH:21]=2)=[N:4]1)[CH3:2].[CH3:29][N:30]1[CH2:35][CH2:34][N:33]([CH2:36][CH2:37][NH2:38])[CH2:32][CH2:31]1.Cl.CN(C)CCCN=C=NCC, predict the reaction product. The product is: [CH2:1]([N:3]1[CH:7]=[C:6]([C:8]2[CH:13]=[CH:12][N:11]=[C:10]3[NH:14][C:15]([C:17]([NH:38][CH2:37][CH2:36][N:33]4[CH2:34][CH2:35][N:30]([CH3:29])[CH2:31][CH2:32]4)=[O:19])=[CH:16][C:9]=23)[C:5]([C:20]2[CH:25]=[CH:24][C:23]([N+:26]([O-:28])=[O:27])=[CH:22][CH:21]=2)=[N:4]1)[CH3:2]. (2) Given the reactants [Br:1][CH2:2][CH2:3][CH2:4]Br.[Cl:6][C:7]1[CH:8]=[CH:9][CH:10]=[C:11]2[C:15]=1[NH:14][CH:13]=[CH:12]2.[OH-].[K+].O, predict the reaction product. The product is: [Br:1][CH2:2][CH2:3][CH2:4][N:14]1[C:15]2[C:11](=[CH:10][CH:9]=[CH:8][C:7]=2[Cl:6])[CH:12]=[CH:13]1. (3) Given the reactants [BH4-].[Na+].[CH2:3]([O:10][C:11]1[CH:16]=[CH:15][C:14]([C:17]2[CH:18]=[N:19][C:20]3[N:21]([N:29]=[CH:30][C:31]=3[CH:32]=[O:33])[C:22]=2[CH:23]2[CH2:28][CH2:27][CH2:26][CH2:25][CH2:24]2)=[CH:13][CH:12]=1)[C:4]1[CH:9]=[CH:8][CH:7]=[CH:6][CH:5]=1, predict the reaction product. The product is: [CH2:3]([O:10][C:11]1[CH:16]=[CH:15][C:14]([C:17]2[CH:18]=[N:19][C:20]3[N:21]([N:29]=[CH:30][C:31]=3[CH2:32][OH:33])[C:22]=2[CH:23]2[CH2:28][CH2:27][CH2:26][CH2:25][CH2:24]2)=[CH:13][CH:12]=1)[C:4]1[CH:9]=[CH:8][CH:7]=[CH:6][CH:5]=1. (4) Given the reactants [CH2:1]([O:3][C:4](=[O:32])[CH2:5][N:6]1[N:10]=[N:9][C:8]([C:11]2[O:15][N:14]=[C:13]([N:16]3[CH2:21][CH2:20][N:19](C(OCC4C=CC=CC=4)=O)[CH2:18][CH2:17]3)[CH:12]=2)=[N:7]1)[CH3:2], predict the reaction product. The product is: [N:16]1([C:13]2[CH:12]=[C:11]([C:8]3[N:9]=[N:10][N:6]([CH2:5][C:4]([O:3][CH2:1][CH3:2])=[O:32])[N:7]=3)[O:15][N:14]=2)[CH2:17][CH2:18][NH:19][CH2:20][CH2:21]1.